Dataset: Catalyst prediction with 721,799 reactions and 888 catalyst types from USPTO. Task: Predict which catalyst facilitates the given reaction. (1) Reactant: [C:1]([C:3]1[CH:8]=[CH:7][C:6]([C:9]2[N:10]=[C:11]3[CH:16]=[CH:15][C:14]([C:17]4[CH:22]=[CH:21][CH:20]=[CH:19][C:18]=4[F:23])=[N:13][N:12]3[CH:24]=2)=[CH:5][C:4]=1[N+:25]([O-])=O)#[CH:2].CC(O)=O. Product: [C:1]([C:3]1[CH:8]=[CH:7][C:6]([C:9]2[N:10]=[C:11]3[CH:16]=[CH:15][C:14]([C:17]4[CH:22]=[CH:21][CH:20]=[CH:19][C:18]=4[F:23])=[N:13][N:12]3[CH:24]=2)=[CH:5][C:4]=1[NH2:25])#[CH:2]. The catalyst class is: 190. (2) Reactant: [Br:1][C:2]1[CH:7]=[CH:6][C:5](F)=[C:4]([N+:9]([O-:11])=[O:10])[CH:3]=1.Cl.[NH2:13][CH2:14][CH2:15][C:16]([O:18][CH2:19][CH3:20])=[O:17].C(=O)([O-])[O-].[K+].[K+].[Cl-].[NH4+]. Product: [Br:1][C:2]1[CH:7]=[CH:6][C:5]([NH:13][CH2:14][CH2:15][C:16]([O:18][CH2:19][CH3:20])=[O:17])=[C:4]([N+:9]([O-:11])=[O:10])[CH:3]=1. The catalyst class is: 3. (3) Reactant: [N:1]1[C:8]([NH2:9])=[N:7][C:5]([NH2:6])=[N:4][C:2]=1[NH2:3].[C:10]1([P:16](=[O:19])([OH:18])[OH:17])[CH:15]=[CH:14][CH:13]=[CH:12][CH:11]=1. Product: [C:10]1([P:16](=[O:17])([OH:19])[OH:18])[CH:15]=[CH:14][CH:13]=[CH:12][CH:11]=1.[N:1]1[C:8]([NH2:9])=[N:7][C:5]([NH2:6])=[N:4][C:2]=1[NH2:3]. The catalyst class is: 6. (4) Reactant: [C:1]1([C:19]2[CH:24]=[CH:23][CH:22]=[CH:21][CH:20]=2)[CH:6]=[CH:5][C:4]([C:7]([N:9]2[CH2:17][C@H:16]([OH:18])[CH2:15][C@H:10]2[C:11]([O:13][CH3:14])=[O:12])=[O:8])=[CH:3][CH:2]=1.[CH3:25][C:26]([Si:29](Cl)([CH3:31])[CH3:30])([CH3:28])[CH3:27]. Product: [C:1]1([C:19]2[CH:24]=[CH:23][CH:22]=[CH:21][CH:20]=2)[CH:2]=[CH:3][C:4]([C:7]([N:9]2[CH2:17][C@H:16]([O:18][Si:29]([C:26]([CH3:28])([CH3:27])[CH3:25])([CH3:31])[CH3:30])[CH2:15][C@H:10]2[C:11]([O:13][CH3:14])=[O:12])=[O:8])=[CH:5][CH:6]=1. The catalyst class is: 64. (5) Reactant: [F:1][CH2:2][CH:3]([OH:6])[CH2:4][OH:5].C(N(CC)CC)C.[C:14]1([CH3:24])[CH:19]=[CH:18][C:17]([S:20](Cl)(=[O:22])=[O:21])=[CH:16][CH:15]=1. Product: [CH3:24][C:14]1[CH:19]=[CH:18][C:17]([S:20]([O:5][CH2:4][CH:3]([OH:6])[CH2:2][F:1])(=[O:22])=[O:21])=[CH:16][CH:15]=1. The catalyst class is: 2. (6) Reactant: [Cl:1][C:2]1[CH:24]=[C:23]([Cl:25])[CH:22]=[CH:21][C:3]=1[CH2:4][N:5]1[C:9]([CH2:10][CH2:11][C:12](OCC)=[O:13])=[CH:8][C:7]([O:17][CH:18]([CH3:20])[CH3:19])=[N:6]1.[H-].C([Al+]CC(C)C)C(C)C.C(O)C.[Cl-].[NH4+]. The catalyst class is: 207. Product: [Cl:1][C:2]1[CH:24]=[C:23]([Cl:25])[CH:22]=[CH:21][C:3]=1[CH2:4][N:5]1[C:9]([CH2:10][CH2:11][CH2:12][OH:13])=[CH:8][C:7]([O:17][CH:18]([CH3:20])[CH3:19])=[N:6]1. (7) Reactant: [Br:1][C:2]1[CH:3]=[C:4]([C:23]([O:25][CH3:26])=[O:24])[C:5]([CH3:22])=[C:6]([NH:8][CH:9]2[CH2:14][CH2:13][N:12]([C:15]([O:17][C:18]([CH3:21])([CH3:20])[CH3:19])=[O:16])[CH2:11][CH2:10]2)[CH:7]=1.[CH:27](=O)[CH3:28].C(O)(=O)C.C(O[BH-](OC(=O)C)OC(=O)C)(=O)C.[Na+]. Product: [Br:1][C:2]1[CH:3]=[C:4]([C:23]([O:25][CH3:26])=[O:24])[C:5]([CH3:22])=[C:6]([N:8]([CH2:27][CH3:28])[CH:9]2[CH2:14][CH2:13][N:12]([C:15]([O:17][C:18]([CH3:19])([CH3:20])[CH3:21])=[O:16])[CH2:11][CH2:10]2)[CH:7]=1. The catalyst class is: 68. (8) Reactant: [C:1]1([CH:7]([CH2:10][CH2:11][CH2:12][CH2:13][CH3:14])[C:8]#[N:9])[CH:6]=[CH:5][CH:4]=[CH:3][CH:2]=1.[H-].[Na+].[CH2:17]=[O:18]. Product: [OH:18][CH2:17][C:7]([C:1]1[CH:6]=[CH:5][CH:4]=[CH:3][CH:2]=1)([CH2:10][CH2:11][CH2:12][CH2:13][CH3:14])[C:8]#[N:9]. The catalyst class is: 3. (9) Reactant: [CH3:1][O:2][C:3]1[CH:4]=[C:5]([CH2:11][C:12]#[C:13][Si](C)(C)C)[CH:6]=[C:7]([O:9][CH3:10])[CH:8]=1.CC(O)=O.CCCC[N+](CCCC)(CCCC)CCCC.[F-]. Product: [CH3:10][O:9][C:7]1[CH:6]=[C:5]([CH2:11][C:12]#[CH:13])[CH:4]=[C:3]([O:2][CH3:1])[CH:8]=1. The catalyst class is: 116.